From a dataset of Forward reaction prediction with 1.9M reactions from USPTO patents (1976-2016). Predict the product of the given reaction. (1) Given the reactants [C:1]([O:4][CH2:5][CH:6]1[CH2:11][C:10](=[O:12])[CH2:9][CH2:8][N:7]1[C:13]([O:15][C:16]([CH3:19])([CH3:18])[CH3:17])=[O:14])(=[O:3])[CH3:2].Cl.[Br:21][C:22]1[CH:27]=[CH:26][C:25](ON)=[C:24]([Cl:30])[CH:23]=1, predict the reaction product. The product is: [C:1]([O:4][CH2:5][CH:6]1[N:7]([C:13]([O:15][C:16]([CH3:19])([CH3:18])[CH3:17])=[O:14])[CH2:8][CH:9]2[C:26]3[CH:27]=[C:22]([Br:21])[CH:23]=[C:24]([Cl:30])[C:25]=3[O:12][CH:10]2[CH2:11]1)(=[O:3])[CH3:2]. (2) Given the reactants Cl.[NH:2]1[C:7]2[N:8]=[CH:9][CH:10]=[CH:11][C:6]=2[C:5]2([CH2:16][CH2:15][NH:14][CH2:13][CH2:12]2)[O:4][C:3]1=[O:17].Cl[C:19]1[N:24]=[CH:23][N:22]=[C:21]([O:25][C:26]2[CH:27]=[C:28]([CH3:40])[C:29]3[N:33]=[C:32]([C@H:34]4[CH2:38][CH2:37][CH2:36][O:35]4)[NH:31][C:30]=3[CH:39]=2)[CH:20]=1.CCN(C(C)C)C(C)C.C([O-])(O)=O.[Na+], predict the reaction product. The product is: [CH3:40][C:28]1[C:29]2[N:33]=[C:32]([C@H:34]3[CH2:38][CH2:37][CH2:36][O:35]3)[NH:31][C:30]=2[CH:39]=[C:26]([O:25][C:21]2[N:22]=[CH:23][N:24]=[C:19]([N:14]3[CH2:13][CH2:12][C:5]4([O:4][C:3](=[O:17])[NH:2][C:7]5[N:8]=[CH:9][CH:10]=[CH:11][C:6]4=5)[CH2:16][CH2:15]3)[CH:20]=2)[CH:27]=1. (3) Given the reactants [CH3:1][O:2][C:3]1[CH:11]=[C:10]2[C:6]([CH:7]=[N:8][NH:9]2)=[CH:5][C:4]=1[NH:12][C:13]1[C:14]2[C:21]3[CH2:22][CH2:23][CH:24]([C:26]([OH:28])=O)[CH2:25][C:20]=3[S:19][C:15]=2[N:16]=[CH:17][N:18]=1.[CH3:29][NH:30][CH3:31], predict the reaction product. The product is: [CH3:1][O:2][C:3]1[CH:11]=[C:10]2[C:6]([CH:7]=[N:8][NH:9]2)=[CH:5][C:4]=1[NH:12][C:13]1[C:14]2[C:21]3[CH2:22][CH2:23][CH:24]([C:26]([N:30]([CH3:31])[CH3:29])=[O:28])[CH2:25][C:20]=3[S:19][C:15]=2[N:16]=[CH:17][N:18]=1. (4) Given the reactants [Br:1][C:2]1[CH:7]=[CH:6][C:5]([CH2:8][C:9]([OH:11])=[O:10])=[CH:4][CH:3]=1.[Li+].[CH3:13][CH:14]([N-]C(C)C)C.BrCCO[Si](C(C)(C)C)(C)C.Cl, predict the reaction product. The product is: [Br:1][C:2]1[CH:3]=[CH:4][C:5]([CH:8]2[CH2:14][CH2:13][O:10][C:9]2=[O:11])=[CH:6][CH:7]=1. (5) Given the reactants [F:1][C:2]1[CH:16]=[CH:15][CH:14]=[CH:13][C:3]=1[CH2:4][C:5]1[C:9]([C:10]([OH:12])=O)=[CH:8][NH:7][N:6]=1.C(Cl)CCl.C1C=CC2N(O)N=NC=2C=1.C(N(CC)CC)C.[CH3:38][O:39][CH:40]([O:43][CH3:44])[CH2:41][NH2:42], predict the reaction product. The product is: [CH3:38][O:39][CH:40]([O:43][CH3:44])[CH2:41][NH:42][C:10]([C:9]1[C:5]([CH2:4][C:3]2[CH:13]=[CH:14][CH:15]=[CH:16][C:2]=2[F:1])=[N:6][NH:7][CH:8]=1)=[O:12]. (6) The product is: [NH2:1][C@H:2]([C:8]([OH:10])=[O:9])[CH2:3][CH2:4][C:5](=[O:6])[OH:7].[NH2:13][C:16]([NH2:18])=[O:17].[NH:13]1[CH:12]=[CH:11][N:15]=[CH:14]1. Given the reactants [NH2:1][C@H:2]([C:8]([OH:10])=[O:9])[CH2:3][CH2:4][C:5]([OH:7])=[O:6].[CH:11]1[N:15]=[CH:14][N:13]([C:16]([N:18]2C=NC=C2)=[O:17])[CH:12]=1, predict the reaction product.